From a dataset of Full USPTO retrosynthesis dataset with 1.9M reactions from patents (1976-2016). Predict the reactants needed to synthesize the given product. (1) The reactants are: F[C:2]1[CH:7]=[C:6]([I:8])[C:5]([CH3:9])=[CH:4][N:3]=1.C([O-])(=O)C.[NH4+:14]. Given the product [I:8][C:6]1[C:5]([CH3:9])=[CH:4][N:3]=[C:2]([NH2:14])[CH:7]=1, predict the reactants needed to synthesize it. (2) Given the product [CH3:28][C:6]1([C:4]([O:3][CH2:1][CH3:2])=[O:5])[CH2:7][CH2:8][N:9]([C:12]2[CH2:27][C:15]3([CH:18]([CH3:19])[NH:17][CH2:16]3)[O:14][N:13]=2)[CH2:10][CH2:11]1, predict the reactants needed to synthesize it. The reactants are: [CH2:1]([O:3][C:4]([C:6]1([CH3:28])[CH2:11][CH2:10][N:9]([C:12]2[CH2:27][C:15]3([CH:18]([CH3:19])[N:17](C(OC(C)(C)C)=O)[CH2:16]3)[O:14][N:13]=2)[CH2:8][CH2:7]1)=[O:5])[CH3:2].Cl.